This data is from Catalyst prediction with 721,799 reactions and 888 catalyst types from USPTO. The task is: Predict which catalyst facilitates the given reaction. (1) Reactant: [Br:1][C:2]1[CH:7]=[C:6]([F:8])[C:5]([F:9])=[CH:4][C:3]=1[OH:10].[F:11][C:12]([F:16])([F:15])CI.[F-].[Cs+].O. Product: [Br:1][C:2]1[CH:7]=[C:6]([F:8])[C:5]([F:9])=[CH:4][C:3]=1[O:10][C:12]([F:16])([F:15])[F:11]. The catalyst class is: 16. (2) Reactant: [C:1]([O:5][C:6](=[O:61])[CH2:7][CH2:8][CH2:9][CH2:10][CH2:11][CH2:12][CH2:13][CH2:14][CH2:15][CH2:16][CH2:17][CH2:18][CH2:19][CH2:20][CH2:21][CH2:22][CH2:23][CH2:24][C:25](=[O:60])[NH:26][C@H:27]([C:53]([O:55][C:56]([CH3:59])([CH3:58])[CH3:57])=[O:54])[CH2:28][CH2:29][C:30](=[O:52])[NH:31][CH2:32][CH2:33][O:34][CH2:35][CH2:36][O:37][CH2:38][C:39](=[O:51])[NH:40][CH2:41][CH2:42][O:43][CH2:44][CH2:45][O:46][CH2:47][C:48]([OH:50])=[O:49])([CH3:4])([CH3:3])[CH3:2].[B-](F)(F)(F)F.CN(C(O[N:75]1[C:80](=[O:81])[CH2:79][CH2:78][C:76]1=[O:77])=[N+](C)C)C.CCN(C(C)C)C(C)C. Product: [C:1]([O:5][C:6](=[O:61])[CH2:7][CH2:8][CH2:9][CH2:10][CH2:11][CH2:12][CH2:13][CH2:14][CH2:15][CH2:16][CH2:17][CH2:18][CH2:19][CH2:20][CH2:21][CH2:22][CH2:23][CH2:24][C:25](=[O:60])[NH:26][C@H:27]([C:53]([O:55][C:56]([CH3:59])([CH3:58])[CH3:57])=[O:54])[CH2:28][CH2:29][C:30](=[O:52])[NH:31][CH2:32][CH2:33][O:34][CH2:35][CH2:36][O:37][CH2:38][C:39](=[O:51])[NH:40][CH2:41][CH2:42][O:43][CH2:44][CH2:45][O:46][CH2:47][C:48]([O:50][N:75]1[C:80](=[O:81])[CH2:79][CH2:78][C:76]1=[O:77])=[O:49])([CH3:4])([CH3:2])[CH3:3]. The catalyst class is: 10. (3) Reactant: Cl.[NH2:2]N.[F:4][C:5]1[CH:24]=[CH:23][C:8]([CH2:9][CH:10]([C:20](=O)[CH3:21])[C:11](=[N:17]OC)[C:12]([O:14][CH2:15][CH3:16])=[O:13])=[CH:7][CH:6]=1. Product: [F:4][C:5]1[CH:24]=[CH:23][C:8]([CH2:9][C:10]2[C:20]([CH3:21])=[N:2][NH:17][C:11]=2[C:12]([O:14][CH2:15][CH3:16])=[O:13])=[CH:7][CH:6]=1. The catalyst class is: 8. (4) Reactant: [CH:1]1([C:4]2[C:15]3[O:14][C:11]4([CH2:13][CH2:12]4)[CH2:10][C:9]([CH3:17])([CH3:16])[C:8]=3[CH:7]=[C:6]([C:18]#[CH:19])[CH:5]=2)[CH2:3][CH2:2]1.C(O[C:24]1[CH:29]=[CH:28][C:27](I)=[C:26]([CH3:31])[C:25]=1[F:32])(=O)C.C(N(CC)CC)C.[C:40]([O:43][CH2:44]C)(=[O:42])C. Product: [CH3:44][O:43][C:40](=[O:42])[CH2:31][C:26]1[CH:27]=[CH:28][C:29]([C:19]#[C:18][C:6]2[CH:5]=[C:4]([CH:1]3[CH2:3][CH2:2]3)[C:15]3[O:14][C:11]4([CH2:13][CH2:12]4)[CH2:10][C:9]([CH3:16])([CH3:17])[C:8]=3[CH:7]=2)=[CH:24][C:25]=1[F:32]. The catalyst class is: 730. (5) Reactant: [F:1][C:2]1[CH:3]=[C:4]([N+:25]([O-])=O)[CH:5]=[C:6]2[C:11]=1[N:10]([CH2:12][CH2:13][N:14]([CH3:24])[C:15](=[O:23])[O:16][C:17]1[CH:22]=[CH:21][CH:20]=[CH:19][CH:18]=1)[CH2:9][CH2:8][CH2:7]2.[H][H]. Product: [NH2:25][C:4]1[CH:5]=[C:6]2[C:11](=[C:2]([F:1])[CH:3]=1)[N:10]([CH2:12][CH2:13][N:14]([CH3:24])[C:15](=[O:23])[O:16][C:17]1[CH:22]=[CH:21][CH:20]=[CH:19][CH:18]=1)[CH2:9][CH2:8][CH2:7]2. The catalyst class is: 45.